Dataset: CYP2D6 inhibition data for predicting drug metabolism from PubChem BioAssay. Task: Regression/Classification. Given a drug SMILES string, predict its absorption, distribution, metabolism, or excretion properties. Task type varies by dataset: regression for continuous measurements (e.g., permeability, clearance, half-life) or binary classification for categorical outcomes (e.g., BBB penetration, CYP inhibition). Dataset: cyp2d6_veith. (1) The molecule is COc1ccc2nccc(SCC(=O)O)c2c1. The result is 0 (non-inhibitor). (2) The molecule is Cc1ccccc1CSCCNC(=O)CSCc1ccc([N+](=O)[O-])cc1. The result is 1 (inhibitor). (3) The molecule is Cc1ccccc1-c1cc(N2CCN(C)CC2)ncn1. The result is 0 (non-inhibitor). (4) The molecule is O=c1c(-c2ccc(F)cc2)nc2cnc(Nc3ccccc3)nc2n1C[C@H]1CCCO1. The result is 0 (non-inhibitor). (5) The compound is O=C(CCCCCn1c(=O)[nH]c2ccsc2c1=O)NCc1ccc2c(c1)OCO2. The result is 1 (inhibitor). (6) The compound is Cc1cc2nnc(SCCCCN3C(=O)c4ccccc4C3=O)n2c2ccccc12. The result is 0 (non-inhibitor). (7) The drug is CCn1c(SCC(=O)N/N=C/C=C\c2ccccc2[N+](=O)[O-])nnc1-c1ccccc1. The result is 0 (non-inhibitor). (8) The molecule is NS(=O)(=O)c1ccc(NC(=O)Nc2cccc3ccccc23)cc1. The result is 0 (non-inhibitor). (9) The drug is Cc1noc(C)c1C(=O)N1CCC2(CCCN(c3ccncc3)C2)CC1. The result is 0 (non-inhibitor).